Dataset: Forward reaction prediction with 1.9M reactions from USPTO patents (1976-2016). Task: Predict the product of the given reaction. (1) Given the reactants [C:1]([C:4]1[O:5][C:6]2[CH:16]=[C:15]([N:17]([CH3:22])[S:18]([CH3:21])(=[O:20])=[O:19])[C:14]([C:23]3[CH:24]=[CH:25][C:26]4[O:39][CH2:38][N:29]5[C:30]6[CH:31]=[CH:32][CH:33]=[C:34]([F:37])[C:35]=6[CH:36]=[C:28]5[C:27]=4[N:40]=3)=[CH:13][C:7]=2[C:8]=1[C:9]([NH:11][CH3:12])=[O:10])(=O)[CH3:2].Cl.[CH3:42][O:43][NH2:44], predict the reaction product. The product is: [F:37][C:34]1[C:35]2[CH:36]=[C:28]3[C:27]4[N:40]=[C:23]([C:14]5[C:15]([N:17]([CH3:22])[S:18]([CH3:21])(=[O:19])=[O:20])=[CH:16][C:6]6[O:5][C:4](/[C:1](=[N:44]/[O:43][CH3:42])/[CH3:2])=[C:8]([C:9]([NH:11][CH3:12])=[O:10])[C:7]=6[CH:13]=5)[CH:24]=[CH:25][C:26]=4[O:39][CH2:38][N:29]3[C:30]=2[CH:31]=[CH:32][CH:33]=1. (2) Given the reactants [H-].[Al+3].[Li+].[H-].[H-].[H-].[CH3:7][C:8]1[N:12]([CH:13]2[CH2:18][CH2:17][N:16]([C:19]([O:21][C:22]([CH3:25])([CH3:24])[CH3:23])=[O:20])[CH2:15][CH:14]2CCC(O)=O)[C:11]2[CH:31]=[CH:32][C:33]([CH3:35])=[CH:34][C:10]=2[N:9]=1.C1C[O:39][CH2:38]C1, predict the reaction product. The product is: [CH3:7][C:8]1[N:12]([C@@H:13]2[CH2:18][CH2:17][N:16]([C:19]([O:21][C:22]([CH3:23])([CH3:24])[CH3:25])=[O:20])[CH2:15][C@H:14]2[CH2:38][OH:39])[C:11]2[CH:31]=[CH:32][C:33]([CH3:35])=[CH:34][C:10]=2[N:9]=1. (3) Given the reactants [Br:1][C:2]1[C:11]([F:12])=[CH:10][C:5]([C:6]([O:8][CH3:9])=[O:7])=[C:4](F)[CH:3]=1.[CH3:14][O:15][Na].N#N, predict the reaction product. The product is: [Br:1][C:2]1[C:11]([F:12])=[CH:10][C:5]([C:6]([O:8][CH3:9])=[O:7])=[C:4]([O:15][CH3:14])[CH:3]=1.